This data is from Reaction yield outcomes from USPTO patents with 853,638 reactions. The task is: Predict the reaction yield, written as a fraction of the theoretical maximum amount of product (1.0 means a 100% yield; for example, 0.34 means a 34% yield). The reactants are [F:1][C:2]1[CH:25]=[CH:24][C:5]([CH2:6][O:7][C:8]2[CH:17]=[C:16]3[C:11]([CH:12]=[C:13]([C:18](N(OC)C)=[O:19])[CH:14]=[N:15]3)=[CH:10][CH:9]=2)=[CH:4][CH:3]=1.F[C:27]1C=CC(COC2C=C3C(C=C(C(Cl)=O)C=N3)=CC=2)=CC=1.Cl.CNOC.CCN(C(C)C)C(C)C. The catalyst is C(Cl)Cl. The product is [F:1][C:2]1[CH:3]=[CH:4][C:5]([CH2:6][O:7][C:8]2[CH:17]=[C:16]3[C:11]([CH:12]=[C:13]([C:18](=[O:19])[CH3:27])[CH:14]=[N:15]3)=[CH:10][CH:9]=2)=[CH:24][CH:25]=1. The yield is 0.670.